This data is from Forward reaction prediction with 1.9M reactions from USPTO patents (1976-2016). The task is: Predict the product of the given reaction. (1) Given the reactants [C:1]([C:3]1[CH:4]=[C:5]([S:9]([C:12]2[CH:13]=[C:14]([NH:18]C(=O)OC(C)(C)C)[CH:15]=[CH:16][CH:17]=2)(=[O:11])=[O:10])[CH:6]=[CH:7][CH:8]=1)#[N:2].C(O)(C(F)(F)F)=O, predict the reaction product. The product is: [NH2:18][C:14]1[CH:13]=[C:12]([S:9]([C:5]2[CH:4]=[C:3]([CH:8]=[CH:7][CH:6]=2)[C:1]#[N:2])(=[O:11])=[O:10])[CH:17]=[CH:16][CH:15]=1. (2) Given the reactants [F:1][C:2]([CH3:9])([CH3:8])[C:3](=O)[CH2:4][C:5]#[N:6].[OH-:10].[Na+].S(O)(O)(=O)=O.[NH2:17]O, predict the reaction product. The product is: [F:1][C:2]([C:3]1[CH:4]=[C:5]([NH2:6])[O:10][N:17]=1)([CH3:9])[CH3:8]. (3) Given the reactants [Br:1][C:2]1[CH:8]=[CH:7][C:5]([NH2:6])=[CH:4][CH:3]=1.Cl.[N:10]([O-])=O.[Na+].NC1C=CC=CC=1.S([O-])([O-])=O.[NH4+].[NH4+], predict the reaction product. The product is: [Br:1][C:2]1[CH:8]=[CH:7][C:5]([NH:6][NH2:10])=[CH:4][CH:3]=1. (4) The product is: [CH:29]1([NH:35][CH2:27][CH2:26][N:15]([CH2:14][CH2:13][C:5]2[CH:4]=[CH:3][C:2]([OH:1])=[C:11]3[C:6]=2[CH:7]=[CH:8][C:9](=[O:12])[NH:10]3)[C:16](=[O:25])[O:17][CH2:18][C:19]2[CH:24]=[CH:23][CH:22]=[CH:21][CH:20]=2)[CH2:34][CH2:33][CH2:32][CH2:31][CH2:30]1. Given the reactants [OH:1][C:2]1[CH:3]=[CH:4][C:5]([CH2:13][CH2:14][N:15]([CH2:26][CH:27]=O)[C:16](=[O:25])[O:17][CH2:18][C:19]2[CH:24]=[CH:23][CH:22]=[CH:21][CH:20]=2)=[C:6]2[C:11]=1[NH:10][C:9](=[O:12])[CH:8]=[CH:7]2.[CH:29]1([NH2:35])[CH2:34][CH2:33][CH2:32][CH2:31][CH2:30]1.C([BH3-])#N.[Na+].C(=O)([O-])O.[Na+], predict the reaction product. (5) Given the reactants [Cl:1][C:2]1[N:7]=[C:6]([C:8](OC)=[O:9])[CH:5]=[C:4]([NH:12][CH:13]2[CH2:18][CH2:17][O:16][CH2:15][CH2:14]2)[N:3]=1.[BH4-].[Na+].O, predict the reaction product. The product is: [Cl:1][C:2]1[N:7]=[C:6]([CH2:8][OH:9])[CH:5]=[C:4]([NH:12][CH:13]2[CH2:18][CH2:17][O:16][CH2:15][CH2:14]2)[N:3]=1.